This data is from Forward reaction prediction with 1.9M reactions from USPTO patents (1976-2016). The task is: Predict the product of the given reaction. Given the reactants [Cl:1][C:2]1[CH:3]=[C:4]([CH:17]=[CH:18][C:19]=1[O:20][CH2:21][C:22]1[CH:27]=[CH:26][CH:25]=[CH:24][N:23]=1)[NH:5][C:6]1[C:15]2[C:10](=[CH:11][CH:12]=[CH:13][C:14]=2[OH:16])[N:9]=[CH:8][N:7]=1.Br[CH2:29][CH2:30][Cl:31], predict the reaction product. The product is: [Cl:1][C:2]1[CH:3]=[C:4]([CH:17]=[CH:18][C:19]=1[O:20][CH2:21][C:22]1[CH:27]=[CH:26][CH:25]=[CH:24][N:23]=1)[NH:5][C:6]1[C:15]2[C:10](=[CH:11][CH:12]=[CH:13][C:14]=2[O:16][CH2:29][CH2:30][Cl:31])[N:9]=[CH:8][N:7]=1.